Dataset: Forward reaction prediction with 1.9M reactions from USPTO patents (1976-2016). Task: Predict the product of the given reaction. (1) Given the reactants I[CH2:2][C:3]([N:5]1[CH2:10][CH2:9][N:8]([C:11]([O:13][CH2:14][CH3:15])=[O:12])[CH2:7][CH2:6]1)=[O:4].[S:16]1[C:20]2[CH:21]=[CH:22][CH:23]=[CH:24][C:19]=2[C:18](=[O:25])[NH:17]1.CCN(CC)CC.C([O-])([O-])=O.[Cs+].[Cs+], predict the reaction product. The product is: [O:25]=[C:18]1[C:19]2[CH:24]=[CH:23][CH:22]=[CH:21][C:20]=2[S:16][N:17]1[CH2:2][C:3]([N:5]1[CH2:10][CH2:9][N:8]([C:11]([O:13][CH2:14][CH3:15])=[O:12])[CH2:7][CH2:6]1)=[O:4]. (2) The product is: [F:22][C:23]1[CH:28]=[C:27]([C:29]([F:30])([F:31])[F:32])[CH:26]=[CH:25][C:24]=1[C:2]1[N:7]=[CH:6][N:5]=[C:4]([NH:8][C:9]2[CH:14]=[CH:13][C:12]([S:15]([NH2:18])(=[O:17])=[O:16])=[CH:11][CH:10]=2)[C:3]=1[N+:19]([O-:21])=[O:20]. Given the reactants Cl[C:2]1[N:7]=[CH:6][N:5]=[C:4]([NH:8][C:9]2[CH:14]=[CH:13][C:12]([S:15]([NH2:18])(=[O:17])=[O:16])=[CH:11][CH:10]=2)[C:3]=1[N+:19]([O-:21])=[O:20].[F:22][C:23]1[CH:28]=[C:27]([C:29]([F:32])([F:31])[F:30])[CH:26]=[CH:25][C:24]=1B(O)O.C(=O)([O-])[O-].[Na+].[Na+].O1CCOCC1, predict the reaction product. (3) The product is: [C:31]([NH:30][C:29]([CH:26]1[CH2:25][CH2:24][N:23]([CH2:22][C:18]2[CH:17]=[C:16]([NH:15][C:14]([C:11]3[CH:12]=[CH:13][C:8]([NH2:7])=[CH:9][N:10]=3)=[O:36])[CH:21]=[CH:20][CH:19]=2)[CH2:28][CH2:27]1)=[O:35])([CH3:34])([CH3:32])[CH3:33]. Given the reactants C(OC(=O)[NH:7][C:8]1[CH:9]=[N:10][C:11]([C:14](=[O:36])[NH:15][C:16]2[CH:21]=[CH:20][CH:19]=[C:18]([CH2:22][N:23]3[CH2:28][CH2:27][CH:26]([C:29](=[O:35])[NH:30][C:31]([CH3:34])([CH3:33])[CH3:32])[CH2:25][CH2:24]3)[CH:17]=2)=[CH:12][CH:13]=1)(C)(C)C.Cl, predict the reaction product. (4) Given the reactants [Cl:1][C:2]1[N:7]=[CH:6][N:5]=[C:4]2[NH:8][N:9]=[CH:10][C:3]=12.[N:11]1([CH2:17][CH2:18]O)[CH2:16][CH2:15][CH2:14][CH2:13][CH2:12]1.C1(P(C2C=CC=CC=2)C2C=CC=CC=2)C=CC=CC=1.CC(OC(/N=N/C(OC(C)C)=O)=O)C, predict the reaction product. The product is: [Cl:1][C:2]1[N:7]=[CH:6][N:5]=[C:4]2[N:8]([CH2:18][CH2:17][N:11]3[CH2:16][CH2:15][CH2:14][CH2:13][CH2:12]3)[N:9]=[CH:10][C:3]=12. (5) Given the reactants [Cl:1][C:2]1[CH:3]=[CH:4][C:5]([O:26][CH2:27][CH:28]([CH3:30])[CH3:29])=[C:6]([CH2:8][N:9]2[C:13]([CH3:14])=[CH:12][C:11]([NH:15][C:16](=[O:25])[C:17]3[CH:22]=[CH:21][C:20]([CH:23]=O)=[CH:19][CH:18]=3)=[N:10]2)[CH:7]=1.C(O)(=O)C.[CH3:35][NH:36][CH3:37].O.C(O[BH-](OC(=O)C)OC(=O)C)(=O)C.[Na+], predict the reaction product. The product is: [ClH:1].[Cl:1][C:2]1[CH:3]=[CH:4][C:5]([O:26][CH2:27][CH:28]([CH3:29])[CH3:30])=[C:6]([CH2:8][N:9]2[C:13]([CH3:14])=[CH:12][C:11]([NH:15][C:16](=[O:25])[C:17]3[CH:18]=[CH:19][C:20]([CH2:23][N:36]([CH3:37])[CH3:35])=[CH:21][CH:22]=3)=[N:10]2)[CH:7]=1. (6) Given the reactants [CH2:1]1[CH:5]2[CH:6]3[CH:10]=[CH:9][CH:8]([CH:4]2[CH:3]=[CH:2]1)[CH2:7]3.[Br:11][C:12]([F:19])([F:18])[C:13]([F:17])([F:16])[CH:14]=[CH2:15], predict the reaction product. The product is: [Br:11][C:12]([F:19])([F:18])[C:13]([F:17])([F:16])[CH:14]1[CH2:15][CH:1]2[CH2:2][CH:3]1[CH:4]1[CH:5]2[CH:6]2[CH2:7][CH:8]1[CH:9]=[CH:10]2. (7) Given the reactants [C:1]([O:5][C:6]([NH:8][CH2:9][CH2:10][CH2:11][C@H:12]([NH:17][C:18]([C:20]1[CH:25]=[CH:24][CH:23]=[C:22]([CH:26]([C:33]2[CH:38]=[CH:37][CH:36]=[CH:35][CH:34]=2)[C:27]2[CH:32]=[CH:31][CH:30]=[CH:29][CH:28]=2)[CH:21]=1)=[O:19])[C:13]([O:15]C)=[O:14])=[O:7])([CH3:4])([CH3:3])[CH3:2], predict the reaction product. The product is: [C:1]([O:5][C:6]([NH:8][CH2:9][CH2:10][CH2:11][C@H:12]([NH:17][C:18]([C:20]1[CH:25]=[CH:24][CH:23]=[C:22]([CH:26]([C:33]2[CH:34]=[CH:35][CH:36]=[CH:37][CH:38]=2)[C:27]2[CH:32]=[CH:31][CH:30]=[CH:29][CH:28]=2)[CH:21]=1)=[O:19])[C:13]([OH:15])=[O:14])=[O:7])([CH3:4])([CH3:2])[CH3:3].